The task is: Predict the product of the given reaction.. This data is from Forward reaction prediction with 1.9M reactions from USPTO patents (1976-2016). (1) The product is: [NH4+:5].[OH-:23].[Cl:1][C:2]1[CH:7]=[CH:6][N:5]=[CH:4][C:3]=1[C:8]1[NH:9][C:10]2[C:15]([C:16]=1[C:26]#[N:25])=[CH:14][CH:13]=[CH:12][CH:11]=2. Given the reactants [Cl:1][C:2]1[CH:7]=[CH:6][N:5]=[CH:4][C:3]=1[C:8]1[N:9](C)[C:10]2[C:15]([CH:16]=1)=[CH:14][CH:13]=[CH:12][CH:11]=2.ClCCl.ClS([N:25]=[C:26]=O)(=O)=[O:23], predict the reaction product. (2) Given the reactants [H-].[Na+].[Cl:3][C:4]1[CH:9]=[CH:8][N:7]=[C:6]([C:10]([O:12]CC)=O)[CH:5]=1.[CH3:15][CH2:16][O:17][C:18]([C:20]([CH2:22][C:23]([CH3:25])=[O:24])=[O:21])=[O:19].[H][H].Cl, predict the reaction product. The product is: [CH2:16]([O:17][C:18](=[O:19])[C:20](=[O:21])[CH2:22][C:23](=[O:24])[CH2:25][C:10]([C:6]1[CH:5]=[C:4]([Cl:3])[CH:9]=[CH:8][N:7]=1)=[O:12])[CH3:15].